Dataset: Reaction yield outcomes from USPTO patents with 853,638 reactions. Task: Predict the reaction yield, written as a fraction of the theoretical maximum amount of product (1.0 means a 100% yield; for example, 0.34 means a 34% yield). The reactants are [Cl:1][C:2]1[CH:7]=[C:6]([CH2:8][OH:9])[C:5]([O:10][CH3:11])=[CH:4][C:3]=1[OH:12].Br[CH2:14][C:15]([O:17][C:18]([CH3:21])([CH3:20])[CH3:19])=[O:16].C(=O)([O-])[O-].[K+].[K+]. The catalyst is C(#N)C. The product is [Cl:1][C:2]1[CH:7]=[C:6]([CH2:8][OH:9])[C:5]([O:10][CH3:11])=[CH:4][C:3]=1[O:12][CH2:14][C:15]([O:17][C:18]([CH3:21])([CH3:20])[CH3:19])=[O:16]. The yield is 0.590.